From a dataset of Reaction yield outcomes from USPTO patents with 853,638 reactions. Predict the reaction yield, written as a fraction of the theoretical maximum amount of product (1.0 means a 100% yield; for example, 0.34 means a 34% yield). (1) The reactants are [NH:1]([C:8](=[O:43])[C:9]([C:20]1[CH:42]=[CH:41][C:23]([C:24]([NH:26][C:27]2[CH:32]=[CH:31][CH:30]=[CH:29][C:28]=2[NH:33]C(=O)OC(C)(C)C)=[O:25])=[CH:22][CH:21]=1)([C:11]([NH:13][C:14]1[CH:19]=[CH:18][CH:17]=[CH:16][CH:15]=1)=[O:12])[F:10])[C:2]1[CH:7]=[CH:6][CH:5]=[CH:4][CH:3]=1.FC(F)(F)C(O)=O. The catalyst is C(Cl)Cl. The product is [NH2:33][C:28]1[CH:29]=[CH:30][CH:31]=[CH:32][C:27]=1[NH:26][C:24]([C:23]1[CH:22]=[CH:21][C:20]([C:9]([F:10])([C:8]([NH:1][C:2]2[CH:7]=[CH:6][CH:5]=[CH:4][CH:3]=2)=[O:43])[C:11]([NH:13][C:14]2[CH:19]=[CH:18][CH:17]=[CH:16][CH:15]=2)=[O:12])=[CH:42][CH:41]=1)=[O:25]. The yield is 0.190. (2) The reactants are [CH3:1][C:2]1[CH:7]=[C:6]([CH3:8])[NH:5][C:4](=[O:9])[C:3]=1[CH2:10][NH:11][C:12]([C:14]1[C:15]([CH3:43])=[C:16]([N:28]([CH3:42])[CH:29]2[CH2:34][CH2:33][N:32](C(OC(C)(C)C)=O)[CH2:31][CH2:30]2)[CH:17]=[C:18]([C:20]2[CH:21]=[N:22][C:23]([CH:26]=O)=[CH:24][CH:25]=2)[CH:19]=1)=[O:13].[NH:44]1[CH2:49]COC[CH2:45]1.CO.C(O)(=O)C.[BH3-]C#N.[Na+]. No catalyst specified. The product is [CH3:1][C:2]1[CH:7]=[C:6]([CH3:8])[NH:5][C:4](=[O:9])[C:3]=1[CH2:10][NH:11][C:12](=[O:13])[C:14]1[CH:19]=[C:18]([C:20]2[CH:21]=[N:22][C:23]([CH2:26][N:44]([CH3:49])[CH3:45])=[CH:24][CH:25]=2)[CH:17]=[C:16]([N:28]([CH3:42])[CH:29]2[CH2:30][CH2:31][NH:32][CH2:33][CH2:34]2)[C:15]=1[CH3:43]. The yield is 0.400. (3) The reactants are [CH2:1]([O:3][C:4]1[CH:9]=[CH:8][CH:7]=[CH:6][C:5]=1B(O)O)[CH3:2].[F-].[K+].[N+:15]([C:18]1[CH:23]=[C:22]([N+:24]([O-:26])=[O:25])[CH:21]=[CH:20][C:19]=1Br)([O-:17])=[O:16].C(P(C(C)(C)C)C(C)(C)C)(C)(C)C. The catalyst is C1COCC1.C1C=CC(/C=C/C(/C=C/C2C=CC=CC=2)=O)=CC=1.C1C=CC(/C=C/C(/C=C/C2C=CC=CC=2)=O)=CC=1.C1C=CC(/C=C/C(/C=C/C2C=CC=CC=2)=O)=CC=1.[Pd].[Pd]. The product is [CH2:1]([O:3][C:4]1[CH:9]=[CH:8][CH:7]=[CH:6][C:5]=1[C:19]1[CH:20]=[CH:21][C:22]([N+:24]([O-:26])=[O:25])=[CH:23][C:18]=1[N+:15]([O-:17])=[O:16])[CH3:2]. The yield is 0.820. (4) The reactants are [CH3:1]N(C)CCO.C([Li])CCC.[Cl:12][C:13]1[C:18]([CH3:19])=[CH:17][CH:16]=[CH:15][N:14]=1.IC. The catalyst is CCCCCC.C1COCC1. The product is [Cl:12][C:13]1[C:18]([CH3:19])=[CH:17][CH:16]=[C:15]([CH3:1])[N:14]=1. The yield is 0.600. (5) The reactants are [CH2:1]([O:3][C:4]([C:6](=[CH:11][C:12]1[C:13]([CH3:17])=[N:14][NH:15][CH:16]=1)[CH2:7][C:8]([OH:10])=O)=[O:5])[CH3:2].C([O-])(=O)C.[Na+].C([O-])(O)=O.[Na+]. The catalyst is C(OC(=O)C)(=O)C. The product is [CH3:17][C:13]1[C:12]2[C:16](=[C:8]([OH:10])[CH:7]=[C:6]([C:4]([O:3][CH2:1][CH3:2])=[O:5])[CH:11]=2)[NH:15][N:14]=1. The yield is 0.400. (6) The reactants are [NH2:1][CH2:2][C:3]1([C:8]2[CH:9]=[C:10]([NH:14][C:15](=[O:26])[C:16]3[CH:21]=[CH:20][C:19]([O:22][CH3:23])=[C:18]([O:24][CH3:25])[CH:17]=3)[CH:11]=[CH:12][CH:13]=2)[CH2:7][CH2:6][CH2:5][CH2:4]1.[NH:27]1[C:35]2[C:30](=[CH:31][CH:32]=[CH:33][CH:34]=2)[C:29]([C:36](O)=[O:37])=[N:28]1.C1C=CC2N(O)N=NC=2C=1.C(Cl)CCl. The catalyst is C(Cl)Cl. The product is [CH3:25][O:24][C:18]1[CH:17]=[C:16]([CH:21]=[CH:20][C:19]=1[O:22][CH3:23])[C:15]([NH:14][C:10]1[CH:9]=[C:8]([C:3]2([CH2:2][NH:1][C:36]([C:29]3[C:30]4[C:35](=[CH:34][CH:33]=[CH:32][CH:31]=4)[NH:27][N:28]=3)=[O:37])[CH2:4][CH2:5][CH2:6][CH2:7]2)[CH:13]=[CH:12][CH:11]=1)=[O:26]. The yield is 0.160. (7) The reactants are Cl.[OH:2][CH2:3][C:4]1[N:5]=[CH:6][NH:7][CH:8]=1.CCN(CC)CC.Cl[C:17]([C:30]1[CH:35]=[CH:34][CH:33]=[CH:32][CH:31]=1)([C:24]1[CH:29]=[CH:28][CH:27]=[CH:26][CH:25]=1)[C:18]1[CH:23]=[CH:22][CH:21]=[CH:20][CH:19]=1. The catalyst is CN(C=O)C. The product is [OH:2][CH2:3][C:4]1[N:5]=[CH:6][N:7]([C:17]([C:18]2[CH:23]=[CH:22][CH:21]=[CH:20][CH:19]=2)([C:30]2[CH:31]=[CH:32][CH:33]=[CH:34][CH:35]=2)[C:24]2[CH:25]=[CH:26][CH:27]=[CH:28][CH:29]=2)[CH:8]=1. The yield is 0.780. (8) The reactants are [C:1](=[O:18])(ON1C(=O)CCC1=O)[O:2][CH2:3][C:4]1[CH:9]=[CH:8][CH:7]=[CH:6][CH:5]=1.[CH3:19][NH:20][CH2:21][C:22]1[CH:27]=[CH:26][CH:25]=[C:24]([N+:28]([O-:30])=[O:29])[CH:23]=1.CCN(C(C)C)C(C)C. The catalyst is C(Cl)Cl. The product is [CH3:19][N:20]([CH2:21][C:22]1[CH:27]=[CH:26][CH:25]=[C:24]([N+:28]([O-:30])=[O:29])[CH:23]=1)[C:1](=[O:18])[O:2][CH2:3][C:4]1[CH:5]=[CH:6][CH:7]=[CH:8][CH:9]=1. The yield is 0.990. (9) The reactants are [NH2:1][C:2]1[CH:7]=[CH:6][C:5]([NH:8]CC2C=CC(OC)=CC=2)=[C:4]([O:18][CH3:19])[CH:3]=1.[F:20][C:21]([F:31])([F:30])[C:22](=O)[CH2:23][C:24]([O:26]CC)=O.OS(O)(=O)=O. The catalyst is C1C=CC=CC=1. The product is [NH2:8][C:5]1[CH:6]=[C:7]2[C:2](=[CH:3][C:4]=1[O:18][CH3:19])[NH:1][C:24](=[O:26])[CH:23]=[C:22]2[C:21]([F:20])([F:30])[F:31]. The yield is 0.600. (10) The reactants are Cl[C:2]1[N:3]=[N:4][C:5]([O:8][CH2:9][C:10]2[C:11]([C:16]3[CH:21]=[CH:20][CH:19]=[CH:18][CH:17]=3)=[N:12][O:13][C:14]=2[CH3:15])=[CH:6][CH:7]=1.[C:22](=[O:25])([O-])[O-:23].[Na+].[Na+].[CH2:28](O)[CH3:29]. The catalyst is C1(P(C2C=CC=CC=2)[C-]2C=CC=C2)C=CC=CC=1.[C-]1(P(C2C=CC=CC=2)C2C=CC=CC=2)C=CC=C1.[Fe+2].C([O-])(=O)C.[Pd+2].C([O-])(=O)C. The product is [CH2:28]([O:23][C:22]([C:2]1[N:3]=[N:4][C:5]([O:8][CH2:9][C:10]2[C:11]([C:16]3[CH:21]=[CH:20][CH:19]=[CH:18][CH:17]=3)=[N:12][O:13][C:14]=2[CH3:15])=[CH:6][CH:7]=1)=[O:25])[CH3:29]. The yield is 0.870.